From a dataset of Reaction yield outcomes from USPTO patents with 853,638 reactions. Predict the reaction yield, written as a fraction of the theoretical maximum amount of product (1.0 means a 100% yield; for example, 0.34 means a 34% yield). (1) The catalyst is CN(C=O)C. The reactants are [CH3:1][C:2]1[CH:12]=[C:11]([C:13](=[N:21][O:22][CH2:23][C:24]2[CH:29]=[CH:28][C:27]([C:30]([F:33])([F:32])[F:31])=[CH:26][CH:25]=2)[CH2:14][C:15]2[CH:20]=[CH:19][CH:18]=[CH:17][CH:16]=2)[CH:10]=[CH:9][C:3]=1[O:4][CH2:5][C:6]([OH:8])=O.Cl.[CH2:35]([O:37][C:38](=[O:41])[CH2:39][NH2:40])[CH3:36].C1C=CC2N(O)N=NC=2C=1.CCN=C=NCCCN(C)C.C(N1CCOCC1)C. The yield is 0.900. The product is [CH3:1][C:2]1[CH:12]=[C:11]([C:13](=[N:21][O:22][CH2:23][C:24]2[CH:29]=[CH:28][C:27]([C:30]([F:31])([F:33])[F:32])=[CH:26][CH:25]=2)[CH2:14][C:15]2[CH:20]=[CH:19][CH:18]=[CH:17][CH:16]=2)[CH:10]=[CH:9][C:3]=1[O:4][CH2:5][C:6]([NH:40][CH2:39][C:38]([O:37][CH2:35][CH3:36])=[O:41])=[O:8]. (2) The reactants are [Cl:1][C:2]1[C:7]([Cl:8])=[CH:6][CH:5]=[CH:4][C:3]=1[N:9]1[CH2:14][CH2:13][N:12]([CH2:15][CH2:16][CH2:17][CH:18]=[CH:19][C:20]2[N:29]=[C:28]3[C:23]([C:24]([CH3:31])=[CH:25][C:26](=[O:30])[NH:27]3)=[CH:22][CH:21]=2)[CH2:11][CH2:10]1. The catalyst is C1COCC1.O.CCO.[Ni]. The product is [Cl:1][C:2]1[C:7]([Cl:8])=[CH:6][CH:5]=[CH:4][C:3]=1[N:9]1[CH2:14][CH2:13][N:12]([CH2:15][CH2:16][CH2:17][CH2:18][CH2:19][C:20]2[N:29]=[C:28]3[C:23]([C:24]([CH3:31])=[CH:25][C:26](=[O:30])[NH:27]3)=[CH:22][CH:21]=2)[CH2:11][CH2:10]1. The yield is 0.880. (3) The reactants are [I:1][C:2]1[CH:7]=[CH:6][C:5]([C:8]2([C:11]([F:14])([F:13])[F:12])[NH:10][NH:9]2)=[CH:4][CH:3]=1.C(N(CC)CC)C.II. The catalyst is CO. The product is [I:1][C:2]1[CH:3]=[CH:4][C:5]([C:8]2([C:11]([F:13])([F:12])[F:14])[N:9]=[N:10]2)=[CH:6][CH:7]=1. The yield is 0.600. (4) The reactants are [CH:1]([CH:4]1[CH:8]2[C:9]3[C:14]([CH:5]1[CH2:6][CH2:7]2)=[CH:13][CH:12]=[CH:11][C:10]=3[NH2:15])([CH3:3])[CH3:2].C[Al](C)C.[F:20][C:21]([F:33])([F:32])[C:22]1[C:23]([C:28](OC)=[O:29])=[N:24][CH:25]=[CH:26][N:27]=1.Cl. The catalyst is ClCCl. The product is [CH:1]([CH:4]1[CH:8]2[C:9]3[C:14]([CH:5]1[CH2:6][CH2:7]2)=[CH:13][CH:12]=[CH:11][C:10]=3[NH:15][C:28]([C:23]1[C:22]([C:21]([F:32])([F:20])[F:33])=[N:27][CH:26]=[CH:25][N:24]=1)=[O:29])([CH3:3])[CH3:2]. The yield is 0.800. (5) The reactants are [C:1]([O:5][C:6]([N:8]1[CH2:13][CH2:12][O:11][CH:10]([C:14]([OH:16])=O)[CH2:9]1)=[O:7])([CH3:4])([CH3:3])[CH3:2].[NH2:17][C:18]1[CH:19]=[C:20]([NH:28][C:29]2[N:38]=[CH:37][C:36]3[N:35]([CH3:39])[C:34](=[O:40])[CH2:33][N:32]([CH:41]([CH3:43])[CH3:42])[C:31]=3[N:30]=2)[CH:21]=[C:22]([S:24]([CH3:27])(=[O:26])=[O:25])[CH:23]=1. No catalyst specified. The product is [C:1]([O:5][C:6]([N:8]1[CH2:13][CH2:12][O:11][CH:10]([C:14](=[O:16])[NH:17][C:18]2[CH:23]=[C:22]([S:24]([CH3:27])(=[O:25])=[O:26])[CH:21]=[C:20]([NH:28][C:29]3[N:38]=[CH:37][C:36]4[N:35]([CH3:39])[C:34](=[O:40])[CH2:33][N:32]([CH:41]([CH3:43])[CH3:42])[C:31]=4[N:30]=3)[CH:19]=2)[CH2:9]1)=[O:7])([CH3:2])([CH3:3])[CH3:4]. The yield is 0.570. (6) The reactants are Cl[C:2]1[CH:40]=[CH:39][C:5]([C:6]([NH:8][C:9]2[N:10]=[C:11]3[CH:16]=[CH:15][C:14]([O:17][C:18]4[CH:23]=[CH:22][CH:21]=[C:20]([NH:24][C:25](=[O:37])[C:26]5[CH:31]=[CH:30][CH:29]=[C:28]([C:32]6([C:35]#[N:36])[CH2:34][CH2:33]6)[CH:27]=5)[CH:19]=4)=[N:13][N:12]3[CH:38]=2)=[O:7])=[CH:4][N:3]=1.C(=O)([O-])O.[Na+].[CH3:46][N:47](C)C=O. The catalyst is C1C=CC(/C=C/C(/C=C/C2C=CC=CC=2)=O)=CC=1.C1C=CC(/C=C/C(/C=C/C2C=CC=CC=2)=O)=CC=1.C1C=CC(/C=C/C(/C=C/C2C=CC=CC=2)=O)=CC=1.[Pd].[Pd].[C-]#N.[Zn+2].[C-]#N. The product is [C:46]([C:2]1[CH:40]=[CH:39][C:5]([C:6]([NH:8][C:9]2[N:10]=[C:11]3[CH:16]=[CH:15][C:14]([O:17][C:18]4[CH:23]=[CH:22][CH:21]=[C:20]([NH:24][C:25](=[O:37])[C:26]5[CH:31]=[CH:30][CH:29]=[C:28]([C:32]6([C:35]#[N:36])[CH2:34][CH2:33]6)[CH:27]=5)[CH:19]=4)=[N:13][N:12]3[CH:38]=2)=[O:7])=[CH:4][N:3]=1)#[N:47]. The yield is 0.470. (7) The reactants are [S:1]1[CH:5]=[CH:4][C:3]2[CH:6]=[CH:7][C:8]([NH2:10])=[CH:9][C:2]1=2.[C:11]([O:15][C:16](O[C:16]([O:15][C:11]([CH3:14])([CH3:13])[CH3:12])=[O:17])=[O:17])([CH3:14])([CH3:13])[CH3:12].CN(C1C=CC=CN=1)C. The catalyst is C1COCC1. The product is [C:11]([O:15][C:16](=[O:17])[NH:10][C:8]1[CH:7]=[CH:6][C:3]2[CH:4]=[CH:5][S:1][C:2]=2[CH:9]=1)([CH3:14])([CH3:13])[CH3:12]. The yield is 0.680.